From a dataset of Full USPTO retrosynthesis dataset with 1.9M reactions from patents (1976-2016). Predict the reactants needed to synthesize the given product. (1) Given the product [Cl:44][C:41]1[CH:42]=[CH:43][C:38]([C:36]2[C:35]3[CH:45]=[C:46]([O:49][CH3:50])[CH:47]=[CH:48][C:34]=3[N:33]3[C:51]([CH3:54])=[N:52][N:53]=[C:32]3[C@H:31]([CH2:30][C:29]([NH:28][CH2:27][CH2:26][NH:25][C:6](=[O:8])[C:5]3[CH:9]=[CH:10][CH:11]=[C:3]([Si:2]([OH:1])([CH3:13])[CH3:12])[CH:4]=3)=[O:55])[N:37]=2)=[CH:39][CH:40]=1, predict the reactants needed to synthesize it. The reactants are: [OH:1][Si:2]([CH3:13])([CH3:12])[C:3]1[CH:4]=[C:5]([CH:9]=[CH:10][CH:11]=1)[C:6]([OH:8])=O.CCN=C=NCCCN(C)C.[NH2:25][CH2:26][CH2:27][NH:28][C:29](=[O:55])[CH2:30][C@@H:31]1[N:37]=[C:36]([C:38]2[CH:43]=[CH:42][C:41]([Cl:44])=[CH:40][CH:39]=2)[C:35]2[CH:45]=[C:46]([O:49][CH3:50])[CH:47]=[CH:48][C:34]=2[N:33]2[C:51]([CH3:54])=[N:52][N:53]=[C:32]12. (2) The reactants are: [NH:1]1[C:9]2[C:4](=[CH:5][CH:6]=[CH:7][CH:8]=2)[C:3](=[O:10])[NH:2]1.C(=O)([O-])[O-].[K+].[K+].Br[CH2:18][C:19]1[CH:24]=[CH:23][C:22]([CH2:25][CH2:26][CH3:27])=[CH:21][CH:20]=1. Given the product [CH2:25]([C:22]1[CH:23]=[CH:24][C:19]([CH2:18][N:1]2[C:9]3[C:4](=[CH:5][CH:6]=[CH:7][CH:8]=3)[C:3](=[O:10])[NH:2]2)=[CH:20][CH:21]=1)[CH2:26][CH3:27], predict the reactants needed to synthesize it.